Dataset: Full USPTO retrosynthesis dataset with 1.9M reactions from patents (1976-2016). Task: Predict the reactants needed to synthesize the given product. (1) Given the product [Cl:25][C:8]1[N:9]([CH3:12])[C:10](=[O:11])[C:5]2[N:4]([C:14]3[C:19]([Cl:20])=[CH:18][C:17]([Cl:21])=[CH:16][C:15]=3[Cl:22])[N:3]=[C:2]([CH3:1])[C:6]=2[N:7]=1, predict the reactants needed to synthesize it. The reactants are: [CH3:1][C:2]1[C:6]2[NH:7][C:8](=O)[N:9]([CH3:12])[C:10](=[O:11])[C:5]=2[N:4]([C:14]2[C:19]([Cl:20])=[CH:18][C:17]([Cl:21])=[CH:16][C:15]=2[Cl:22])[N:3]=1.P(Cl)(Cl)([Cl:25])=O.C(N(CC)C(C)C)(C)C. (2) Given the product [C:2]([C:4]1[C:5]([NH:31][CH2:32][CH:33]2[O:38][CH2:37][CH2:36][N:35]([CH3:39])[CH2:34]2)=[CH:6][C:7]([NH:10][C:11]([N:13]2[C:22]3[C:17](=[CH:18][C:19]([CH:28]([F:30])[F:29])=[C:20]([CH:23]=[O:24])[N:21]=3)[CH2:16][CH2:15][CH2:14]2)=[O:12])=[N:8][CH:9]=1)#[N:3], predict the reactants needed to synthesize it. The reactants are: Cl.[C:2]([C:4]1[C:5]([NH:31][CH2:32][CH:33]2[O:38][CH2:37][CH2:36][N:35]([CH3:39])[CH2:34]2)=[CH:6][C:7]([NH:10][C:11]([N:13]2[C:22]3[C:17](=[CH:18][C:19]([CH:28]([F:30])[F:29])=[C:20]([CH:23](OC)[O:24]C)[N:21]=3)[CH2:16][CH2:15][CH2:14]2)=[O:12])=[N:8][CH:9]=1)#[N:3].C([O-])(O)=O.[Na+]. (3) The reactants are: [Cl:1][C:2]1[CH:8]=[C:7]([O:9][C:10]2[C:19]3[C:14](=[CH:15][C:16]([O:22][CH3:23])=[C:17]([O:20][CH3:21])[CH:18]=3)[N:13]=[CH:12][CH:11]=2)[CH:6]=[CH:5][C:3]=1[NH2:4].C(N(CC)CC)C.ClC(Cl)(O[C:35](=[O:41])OC(Cl)(Cl)Cl)Cl.[F:43][C:44]1[CH:49]=[CH:48][C:47]([C@H:50]([NH2:52])[CH3:51])=[CH:46][CH:45]=1. Given the product [Cl:1][C:2]1[CH:8]=[C:7]([O:9][C:10]2[C:19]3[C:14](=[CH:15][C:16]([O:22][CH3:23])=[C:17]([O:20][CH3:21])[CH:18]=3)[N:13]=[CH:12][CH:11]=2)[CH:6]=[CH:5][C:3]=1[NH:4][C:35]([NH:52][C@@H:50]([C:47]1[CH:48]=[CH:49][C:44]([F:43])=[CH:45][CH:46]=1)[CH3:51])=[O:41], predict the reactants needed to synthesize it. (4) Given the product [CH3:22][O:23][C:24](=[O:33])[CH2:25][C:26]1[CH:27]=[CH:28][C:29]([O:6][S:3]([C:2]([F:15])([F:14])[F:1])(=[O:5])=[O:4])=[CH:30][CH:31]=1, predict the reactants needed to synthesize it. The reactants are: [F:1][C:2]([F:15])([F:14])[S:3]([O:6]S(C(F)(F)F)(=O)=O)(=[O:5])=[O:4].N1C=CC=CC=1.[CH3:22][O:23][C:24](=[O:33])[CH2:25][C:26]1[CH:31]=[CH:30][C:29](O)=[CH:28][CH:27]=1. (5) Given the product [CH:21]([C:19]1[CH:18]=[CH:17][C:16]([O:24][CH3:25])=[C:15]([O:13][C:7]2[CH:12]=[CH:11][CH:10]=[CH:9][CH:8]=2)[CH:20]=1)([CH3:23])[CH3:22], predict the reactants needed to synthesize it. The reactants are: C(=O)([O-])[O-].[Cs+].[Cs+].[C:7]1([OH:13])[CH:12]=[CH:11][CH:10]=[CH:9][CH:8]=1.Br[C:15]1[CH:20]=[C:19]([CH:21]([CH3:23])[CH3:22])[CH:18]=[CH:17][C:16]=1[O:24][CH3:25].[Cl-].CC(C)(C(=O)CC(=O)C(C)(C)C)C. (6) Given the product [CH3:1][O:2][CH2:3][CH2:4][O:5][CH2:6][CH2:7][O:8][CH2:9][CH2:10][C:11]1[CH:16]=[CH:15][C:14]([NH2:17])=[CH:13][CH:12]=1, predict the reactants needed to synthesize it. The reactants are: [CH3:1][O:2][CH2:3][CH2:4][O:5][CH2:6][CH2:7][O:8][CH2:9][CH2:10][C:11]1[CH:16]=[CH:15][C:14]([N+:17]([O-])=O)=[CH:13][CH:12]=1. (7) Given the product [Cl:1][C:2]1[CH:7]=[CH:6][C:5]([C:8](=[O:18])[C:9]([C:10]2[CH:15]=[CH:14][C:13]([Cl:16])=[CH:12][C:11]=2[Cl:17])=[CH2:19])=[CH:4][CH:3]=1, predict the reactants needed to synthesize it. The reactants are: [Cl:1][C:2]1[CH:7]=[CH:6][C:5]([C:8](=[O:18])[CH2:9][C:10]2[CH:15]=[CH:14][C:13]([Cl:16])=[CH:12][C:11]=2[Cl:17])=[CH:4][CH:3]=1.[CH3:19]N(CN(C)C)C.C(OC(=O)C)(=O)C. (8) Given the product [CH:27]1([C:24]2[NH:25][N:26]=[C:22]([NH:21][C:19]3[CH:18]=[CH:17][N:16]=[C:15]([N:2]([CH3:1])[CH2:3][C:4]4[CH:12]=[CH:11][C:7]5[NH:8][CH:9]=[N:10][C:6]=5[C:5]=4[CH3:13])[N:20]=3)[CH:23]=2)[CH2:29][CH2:28]1, predict the reactants needed to synthesize it. The reactants are: [CH3:1][NH:2][CH2:3][C:4]1[CH:12]=[CH:11][C:7]2[NH:8][CH:9]=[N:10][C:6]=2[C:5]=1[CH3:13].Cl[C:15]1[N:20]=[C:19]([NH:21][C:22]2[NH:26][N:25]=[C:24]([CH:27]3[CH2:29][CH2:28]3)[CH:23]=2)[CH:18]=[CH:17][N:16]=1.CCN(C(C)C)C(C)C. (9) Given the product [CH3:1][O:2][C:3]1[CH:4]=[C:5]2[C:9](=[CH:10][CH:11]=1)[C:8](=[O:12])[C:7]1([CH2:22][CH2:21][N:17]([C:16]([O:15][CH2:13][CH3:14])=[O:24])[CH2:18][CH2:19]1)[CH2:6]2, predict the reactants needed to synthesize it. The reactants are: [CH3:1][O:2][C:3]1[CH:4]=[C:5]2[C:9](=[CH:10][CH:11]=1)[C:8](=[O:12])[CH2:7][CH2:6]2.[CH2:13]([O:15][C:16](=[O:24])[N:17]([CH2:21][CH2:22]Br)[CH2:18][CH2:19]Br)[CH3:14].[H-].[Na+].